This data is from Full USPTO retrosynthesis dataset with 1.9M reactions from patents (1976-2016). The task is: Predict the reactants needed to synthesize the given product. (1) Given the product [CH2:1]([O:8][C:9]([N:11]1[CH:15]([C:16](=[O:26])[NH:17][C:18]2[CH:23]=[CH:22][C:21]([CH2:24][NH:25][S:39]([C:33]3[CH:38]=[CH:37][CH:36]=[CH:35][CH:34]=3)(=[O:41])=[O:40])=[CH:20][CH:19]=2)[CH2:14][S:13][CH:12]1[C:27]1[CH:28]=[CH:29][N:30]=[CH:31][CH:32]=1)=[O:10])[C:2]1[CH:7]=[CH:6][CH:5]=[CH:4][CH:3]=1, predict the reactants needed to synthesize it. The reactants are: [CH2:1]([O:8][C:9]([N:11]1[CH:15]([C:16](=[O:26])[NH:17][C:18]2[CH:23]=[CH:22][C:21]([CH2:24][NH2:25])=[CH:20][CH:19]=2)[CH2:14][S:13][CH:12]1[C:27]1[CH:32]=[CH:31][N:30]=[CH:29][CH:28]=1)=[O:10])[C:2]1[CH:7]=[CH:6][CH:5]=[CH:4][CH:3]=1.[C:33]1([S:39](Cl)(=[O:41])=[O:40])[CH:38]=[CH:37][CH:36]=[CH:35][CH:34]=1.CCN(C(C)C)C(C)C.C(#N)C. (2) The reactants are: [Br:1][C:2]1[CH:7]=[CH:6][C:5]([CH:8]([C:19]2[CH:24]=[CH:23][C:22]([F:25])=[CH:21][C:20]=2[F:26])[CH2:9][C:10]([C:12]2[CH:13]=[CH:14][C:15](=[O:18])[NH:16][CH:17]=2)=[O:11])=[CH:4][CH:3]=1.[C:27](=O)([O-])[O-].[K+].[K+].IC.C(OCC)(=O)C. Given the product [Br:1][C:2]1[CH:3]=[CH:4][C:5]([CH:8]([C:19]2[CH:24]=[CH:23][C:22]([F:25])=[CH:21][C:20]=2[F:26])[CH2:9][C:10]([C:12]2[CH:13]=[CH:14][C:15](=[O:18])[N:16]([CH3:27])[CH:17]=2)=[O:11])=[CH:6][CH:7]=1, predict the reactants needed to synthesize it. (3) Given the product [CH3:17][O:16][C:9]1[C:10]([O:14][CH3:15])=[C:11]([O:12][CH3:13])[C:5]2[O:4][C:3]([CH2:2][N:18]3[CH2:24][CH2:23][CH2:22][N:21]([CH2:2][C:3]4[O:4][C:5]5[C:11]([O:12][CH3:13])=[C:10]([O:14][CH3:15])[C:9]([O:16][CH3:17])=[CH:8][C:6]=5[N:7]=4)[CH2:20][CH2:19]3)=[N:7][C:6]=2[CH:8]=1, predict the reactants needed to synthesize it. The reactants are: Cl[CH2:2][C:3]1[O:4][C:5]2[C:11]([O:12][CH3:13])=[C:10]([O:14][CH3:15])[C:9]([O:16][CH3:17])=[CH:8][C:6]=2[N:7]=1.[NH:18]1[CH2:24][CH2:23][CH2:22][NH:21][CH2:20][CH2:19]1. (4) The reactants are: C([O:8][C:9]1[CH:10]=[C:11]([C:15]2[CH:16]=[C:17]3[C:21](=[CH:22][CH:23]=2)[NH:20][N:19]=[C:18]3[C:24]2[NH:25][CH:26]=[CH:27][CH:28]=2)[CH:12]=[N:13][CH:14]=1)C1C=CC=CC=1. Given the product [NH:25]1[CH:26]=[CH:27][CH:28]=[C:24]1[C:18]1[C:17]2[C:21](=[CH:22][CH:23]=[C:15]([C:11]3[CH:10]=[C:9]([OH:8])[CH:14]=[N:13][CH:12]=3)[CH:16]=2)[NH:20][N:19]=1, predict the reactants needed to synthesize it. (5) Given the product [F:19][C:20]([F:30])([F:31])[C:21]1[CH:22]=[CH:23][C:24]([CH2:27][CH2:28][O:16][C:13]2[CH:12]=[CH:11][C:10]([C:9]([NH:8][CH2:7][C:6]([OH:5])=[O:18])=[O:17])=[CH:15][CH:14]=2)=[CH:25][CH:26]=1, predict the reactants needed to synthesize it. The reactants are: C([O:5][C:6](=[O:18])[CH2:7][NH:8][C:9](=[O:17])[C:10]1[CH:15]=[CH:14][C:13]([OH:16])=[CH:12][CH:11]=1)(C)(C)C.[F:19][C:20]([F:31])([F:30])[C:21]1[CH:26]=[CH:25][C:24]([CH2:27][CH2:28]O)=[CH:23][CH:22]=1. (6) Given the product [C:7]([C:9]1[CH:10]=[C:11]([C:16]2[O:20][N:19]=[C:18]([C:21]3[CH:38]=[CH:37][C:24]4[CH2:25][CH2:26][N:27]([C:30]([O:32][C:33]([CH3:36])([CH3:35])[CH3:34])=[O:31])[CH2:28][CH2:29][C:23]=4[CH:22]=3)[N:17]=2)[CH:12]=[CH:13][C:14]=1[NH:4][CH2:1][CH2:2][CH3:3])#[N:8], predict the reactants needed to synthesize it. The reactants are: [CH2:1]([NH2:4])[CH2:2][CH3:3].[H-].[Na+].[C:7]([C:9]1[CH:10]=[C:11]([C:16]2[O:20][N:19]=[C:18]([C:21]3[CH:38]=[CH:37][C:24]4[CH2:25][CH2:26][N:27]([C:30]([O:32][C:33]([CH3:36])([CH3:35])[CH3:34])=[O:31])[CH2:28][CH2:29][C:23]=4[CH:22]=3)[N:17]=2)[CH:12]=[CH:13][C:14]=1F)#[N:8].